From a dataset of Reaction yield outcomes from USPTO patents with 853,638 reactions. Predict the reaction yield, written as a fraction of the theoretical maximum amount of product (1.0 means a 100% yield; for example, 0.34 means a 34% yield). The reactants are [CH3:1][C:2]1[C:7]([CH:8]([S:18]([C:21]2[CH:22]=[N:23][C:24]([C:27]([F:30])([F:29])[F:28])=[CH:25][CH:26]=2)(=[O:20])=[O:19])[C:9]2[C:14]([F:15])=[CH:13][CH:12]=[C:11]([F:16])[C:10]=2[F:17])=[CH:6][N:5]=[C:4]([C:31]([NH2:33])=[O:32])[CH:3]=1.C=O.[OH-].[Na+].[C:38](OCC)(=[O:40])C. The catalyst is COCCOC. The product is [OH:40][CH2:38][NH:33][C:31]([C:4]1[CH:3]=[C:2]([CH3:1])[C:7]([CH:8]([S:18]([C:21]2[CH:22]=[N:23][C:24]([C:27]([F:30])([F:29])[F:28])=[CH:25][CH:26]=2)(=[O:20])=[O:19])[C:9]2[C:14]([F:15])=[CH:13][CH:12]=[C:11]([F:16])[C:10]=2[F:17])=[CH:6][N:5]=1)=[O:32]. The yield is 0.730.